Dataset: Full USPTO retrosynthesis dataset with 1.9M reactions from patents (1976-2016). Task: Predict the reactants needed to synthesize the given product. (1) Given the product [CH3:22][N:23]([CH3:27])[CH2:24][CH2:25][NH:26][C:2]1[C:14]2[C:13](=[O:15])[C:12]3[CH:11]=[CH:10][N:9]=[CH:8][C:7]=3[C:6]=2[C:5]2[CH:16]=[CH:17][C:18]([O:20][CH3:21])=[CH:19][C:4]=2[N:3]=1, predict the reactants needed to synthesize it. The reactants are: Cl[C:2]1[C:14]2[C:13](=[O:15])[C:12]3[CH:11]=[CH:10][N:9]=[CH:8][C:7]=3[C:6]=2[C:5]2[CH:16]=[CH:17][C:18]([O:20][CH3:21])=[CH:19][C:4]=2[N:3]=1.[CH3:22][N:23]([CH3:27])[CH2:24][CH2:25][NH2:26]. (2) Given the product [C:25]1([S:30]([N:1]2[CH2:5][CH2:4][C@H:3]([N:6]3[CH:10]=[C:9]([O:11][C:12]4[N:13]=[C:14]([OH:22])[C:15]5[CH:21]=[CH:20][N:19]=[CH:18][C:16]=5[N:17]=4)[CH:8]=[N:7]3)[CH2:2]2)(=[O:32])=[O:31])[CH:26]=[CH:27][CH:28]=[CH:29][CH:24]=1, predict the reactants needed to synthesize it. The reactants are: [NH:1]1[CH2:5][CH2:4][C@H:3]([N:6]2[CH:10]=[C:9]([O:11][C:12]3[N:13]=[C:14]([OH:22])[C:15]4[CH:21]=[CH:20][N:19]=[CH:18][C:16]=4[N:17]=3)[CH:8]=[N:7]2)[CH2:2]1.Cl[C:24]1[CH:29]=[CH:28][CH:27]=[CH:26][C:25]=1[S:30](C1C=CC=CC=1Cl)(=[O:32])=[O:31].